This data is from Peptide-MHC class II binding affinity with 134,281 pairs from IEDB. The task is: Regression. Given a peptide amino acid sequence and an MHC pseudo amino acid sequence, predict their binding affinity value. This is MHC class II binding data. The peptide sequence is LTKLAAAWGGSGSEA. The MHC is DRB1_0301 with pseudo-sequence DRB1_0301. The binding affinity (normalized) is 0.